The task is: Predict the reactants needed to synthesize the given product.. This data is from Full USPTO retrosynthesis dataset with 1.9M reactions from patents (1976-2016). (1) Given the product [CH3:22][C:21]1[C:16]([N:13]2[CH2:14][CH2:15][N:10]([C:8]([C:5]3[CH:6]=[CH:7][C:2]([N:28]4[CH2:29][CH2:30][N:26]([CH3:25])[C:27]4=[O:31])=[C:3]([F:24])[CH:4]=3)=[O:9])[CH2:11][CH2:12]2)=[N:17][CH:18]=[C:19]([CH3:23])[CH:20]=1, predict the reactants needed to synthesize it. The reactants are: Br[C:2]1[CH:7]=[CH:6][C:5]([C:8]([N:10]2[CH2:15][CH2:14][N:13]([C:16]3[C:21]([CH3:22])=[CH:20][C:19]([CH3:23])=[CH:18][N:17]=3)[CH2:12][CH2:11]2)=[O:9])=[CH:4][C:3]=1[F:24].[CH3:25][N:26]1[CH2:30][CH2:29][NH:28][C:27]1=[O:31]. (2) Given the product [Cl:13][CH2:2][C:3]1[CH:8]=[CH:7][N:6]=[C:5]([C:9]#[N:10])[CH:4]=1, predict the reactants needed to synthesize it. The reactants are: O[CH2:2][C:3]1[CH:8]=[CH:7][N:6]=[C:5]([C:9]#[N:10])[CH:4]=1.S(Cl)([Cl:13])=O.